Predict the reactants needed to synthesize the given product. From a dataset of Full USPTO retrosynthesis dataset with 1.9M reactions from patents (1976-2016). (1) Given the product [NH2:1][C:2]1[C:7]([Cl:8])=[CH:6][C:5]([CH2:9][C:10]([OH:12])=[O:11])=[C:4]([Cl:15])[CH:3]=1, predict the reactants needed to synthesize it. The reactants are: [NH2:1][C:2]1[C:7]([Cl:8])=[CH:6][C:5]([CH2:9][C:10]([O:12]CC)=[O:11])=[C:4]([Cl:15])[CH:3]=1.C(O)C.[OH-].[Na+]. (2) The reactants are: [CH3:1][C:2]1[CH:7]=[C:6]([C:8]2[CH:9]=[CH:10][C:11]3[N:17]4[CH2:18][C@H:14]([CH2:15][CH2:16]4)[NH:13][C:12]=3[N:19]=2)[CH:5]=[CH:4][N:3]=1.ClC(Cl)(O[C:24](=[O:30])OC(Cl)(Cl)Cl)Cl.C(N(CC)CC)C.[N:39]1[CH:44]=[CH:43][CH:42]=[CH:41][C:40]=1[C@@H:45]([NH2:47])[CH3:46]. Given the product [CH3:1][C:2]1[CH:7]=[C:6]([C:8]2[CH:9]=[CH:10][C:11]3[N:17]4[CH2:18][C@H:14]([CH2:15][CH2:16]4)[N:13]([C:24]([NH:47][C@H:45]([C:40]4[CH:41]=[CH:42][CH:43]=[CH:44][N:39]=4)[CH3:46])=[O:30])[C:12]=3[N:19]=2)[CH:5]=[CH:4][N:3]=1, predict the reactants needed to synthesize it. (3) The reactants are: [CH2:1]([O:8][CH2:9][C@H:10]([NH:25][C:26]([O:28][C:29]([CH3:32])([CH3:31])[CH3:30])=[O:27])[C@H:11]([N:13]([CH2:18][CH2:19]OS(C)(=O)=O)[S:14]([CH3:17])(=[O:16])=[O:15])[CH3:12])[C:2]1[CH:7]=[CH:6][CH:5]=[CH:4][CH:3]=1.[H-].[Na+].Cl. Given the product [CH2:1]([O:8][CH2:9][C@H:10]1[C@@H:11]([CH3:12])[N:13]([S:14]([CH3:17])(=[O:16])=[O:15])[CH2:18][CH2:19][N:25]1[C:26]([O:28][C:29]([CH3:30])([CH3:31])[CH3:32])=[O:27])[C:2]1[CH:3]=[CH:4][CH:5]=[CH:6][CH:7]=1, predict the reactants needed to synthesize it. (4) Given the product [F:19][C:20]([F:32])([F:33])[C:21]1[CH:22]=[C:23]([NH:24][C:14]([CH:11]2[CH2:10][CH2:9][N:8]([C:6](=[O:7])[C:5]3[CH:4]=[CH:3][C:2]([Cl:1])=[CH:18][CH:17]=3)[CH2:13][CH2:12]2)=[O:16])[CH:25]=[C:26]([C:28]([F:29])([F:31])[F:30])[CH:27]=1, predict the reactants needed to synthesize it. The reactants are: [Cl:1][C:2]1[CH:18]=[CH:17][C:5]([C:6]([N:8]2[CH2:13][CH2:12][CH:11]([C:14]([OH:16])=O)[CH2:10][CH2:9]2)=[O:7])=[CH:4][CH:3]=1.[F:19][C:20]([F:33])([F:32])[C:21]1[CH:22]=[C:23]([CH:25]=[C:26]([C:28]([F:31])([F:30])[F:29])[CH:27]=1)[NH2:24].O.ON1C2C=CC=CC=2N=N1.C(N(CC)C(C)C)(C)C. (5) The reactants are: [CH3:1][O:2][C:3]1[CH:8]=[CH:7][C:6]([C:9]2[N:13]([CH2:14][C:15]3[CH:23]=[CH:22][C:18]([C:19](O)=[O:20])=[CH:17][CH:16]=3)[N:12]=[CH:11][CH:10]=2)=[CH:5][C:4]=1[O:24][C@@H:25]1[CH2:29][CH2:28][O:27][CH2:26]1.Cl.CN(C)CCCN=C=NCC.[CH3:42][O:43][C:44]1[CH:49]=[CH:48][C:47]([S:50]([NH2:53])(=[O:52])=[O:51])=[CH:46][CH:45]=1.C([O-])(O)=O.[Na+]. Given the product [CH3:42][O:43][C:44]1[CH:45]=[CH:46][C:47]([S:50]([NH:53][C:19](=[O:20])[C:18]2[CH:17]=[CH:16][C:15]([CH2:14][N:13]3[C:9]([C:6]4[CH:7]=[CH:8][C:3]([O:2][CH3:1])=[C:4]([O:24][C@@H:25]5[CH2:29][CH2:28][O:27][CH2:26]5)[CH:5]=4)=[CH:10][CH:11]=[N:12]3)=[CH:23][CH:22]=2)(=[O:52])=[O:51])=[CH:48][CH:49]=1, predict the reactants needed to synthesize it. (6) Given the product [N:1]1[C:10]2[C:5](=[CH:6][CH:7]=[CH:8][CH:9]=2)[CH:4]=[C:3](/[CH:11]=[CH:12]/[CH2:13][OH:14])[CH:2]=1, predict the reactants needed to synthesize it. The reactants are: [N:1]1[C:10]2[C:5](=[CH:6][CH:7]=[CH:8][CH:9]=2)[CH:4]=[C:3](/[CH:11]=[CH:12]/[CH:13]=[O:14])[CH:2]=1.[BH4-].[Na+]. (7) Given the product [OH:17][CH2:16][C:13]1([C:11]([O:10][CH3:9])=[O:12])[CH2:15][CH2:14]1, predict the reactants needed to synthesize it. The reactants are: ClC(OCC(C)C)=O.[CH3:9][O:10][C:11]([C:13]1([C:16](O)=[O:17])[CH2:15][CH2:14]1)=[O:12].C(N(CC)CC)C.[BH4-].[Na+].